Dataset: Forward reaction prediction with 1.9M reactions from USPTO patents (1976-2016). Task: Predict the product of the given reaction. (1) Given the reactants Cl[C:2]1[N:7]=[CH:6][N:5]=[C:4]([C:8]2[CH:9]=[CH:10][C:11]([O:16][CH:17]3[CH2:22][CH2:21][O:20][CH2:19][CH2:18]3)=[C:12]([CH:15]=2)[C:13]#[N:14])[N:3]=1.[CH3:23][C:24]1[CH:30]=[C:29]([N:31]2[CH2:36][CH2:35][O:34][CH2:33][CH2:32]2)[CH:28]=[CH:27][C:25]=1[NH2:26].CCN(C(C)C)C(C)C, predict the reaction product. The product is: [CH3:23][C:24]1[CH:30]=[C:29]([N:31]2[CH2:32][CH2:33][O:34][CH2:35][CH2:36]2)[CH:28]=[CH:27][C:25]=1[NH:26][C:2]1[N:7]=[CH:6][N:5]=[C:4]([C:8]2[CH:9]=[CH:10][C:11]([O:16][CH:17]3[CH2:22][CH2:21][O:20][CH2:19][CH2:18]3)=[C:12]([CH:15]=2)[C:13]#[N:14])[N:3]=1. (2) Given the reactants [N:1]12[CH2:8][CH2:7][CH:4]([CH2:5][CH2:6]1)[CH:3]([O:9][C:10]1[CH:15]=[CH:14][C:13]([C:16]3[CH:24]=[CH:23][CH:22]=[C:21]4[C:17]=3[CH:18]=[CH:19][NH:20]4)=[CH:12][CH:11]=1)[CH2:2]2.[C:25]([OH:32])(=[O:31])/[CH:26]=[CH:27]/[C:28]([OH:30])=[O:29], predict the reaction product. The product is: [C:25]([OH:32])(=[O:31])/[CH:26]=[CH:27]/[C:28]([OH:30])=[O:29].[N:1]12[CH2:8][CH2:7][CH:4]([CH2:5][CH2:6]1)[CH:3]([O:9][C:10]1[CH:11]=[CH:12][C:13]([C:16]3[CH:24]=[CH:23][CH:22]=[C:21]4[C:17]=3[CH:18]=[CH:19][NH:20]4)=[CH:14][CH:15]=1)[CH2:2]2. (3) Given the reactants [H-].[Na+].[C:3]([C:7]1[CH:12]=[CH:11][CH:10]=[C:9]([CH3:13])[C:8]=1[OH:14])([CH3:6])([CH3:5])[CH3:4].[CH2:15](Cl)[O:16][CH3:17].[Cl-].[NH4+], predict the reaction product. The product is: [C:3]([C:7]1[C:8]([O:14][CH2:15][O:16][CH3:17])=[C:9]([CH3:13])[CH:10]=[CH:11][CH:12]=1)([CH3:6])([CH3:5])[CH3:4].